This data is from Full USPTO retrosynthesis dataset with 1.9M reactions from patents (1976-2016). The task is: Predict the reactants needed to synthesize the given product. Given the product [CH2:2]([C:6]1[N:10]([CH2:23][C:22]2[CH:25]=[CH:26][C:19]([I:18])=[CH:20][CH:21]=2)[C:9](=[O:11])[C:8]2([CH2:15][CH2:14][CH2:13][CH2:12]2)[N:7]=1)[CH2:3][CH2:4][CH3:5], predict the reactants needed to synthesize it. The reactants are: Cl.[CH2:2]([C:6]1[NH:10][C:9](=[O:11])[C:8]2([CH2:15][CH2:14][CH2:13][CH2:12]2)[N:7]=1)[CH2:3][CH2:4][CH3:5].[OH-].[K+].[I:18][C:19]1[CH:26]=[CH:25][C:22]([CH2:23]Br)=[CH:21][CH:20]=1.